From a dataset of Full USPTO retrosynthesis dataset with 1.9M reactions from patents (1976-2016). Predict the reactants needed to synthesize the given product. (1) Given the product [Si:3]([O:20][CH2:21][CH2:22][O:23][CH2:24][C@H:25]([O:35][C:37]1[N:42]=[CH:41][N:40]=[C:39]2[N:43]([C:46]3[CH:51]=[CH:50][CH:49]=[CH:48][C:47]=3[C:52]([F:55])([F:54])[F:53])[N:44]=[CH:45][C:38]=12)[C:26]([NH:28][C:29]1[CH:34]=[CH:33][CH:32]=[CH:31][N:30]=1)=[O:27])([C:16]([CH3:19])([CH3:18])[CH3:17])([C:10]1[CH:15]=[CH:14][CH:13]=[CH:12][CH:11]=1)[C:4]1[CH:9]=[CH:8][CH:7]=[CH:6][CH:5]=1, predict the reactants needed to synthesize it. The reactants are: [H-].[Na+].[Si:3]([O:20][CH2:21][CH2:22][O:23][CH2:24][C@H:25]([OH:35])[C:26]([NH:28][C:29]1[CH:34]=[CH:33][CH:32]=[CH:31][N:30]=1)=[O:27])([C:16]([CH3:19])([CH3:18])[CH3:17])([C:10]1[CH:15]=[CH:14][CH:13]=[CH:12][CH:11]=1)[C:4]1[CH:9]=[CH:8][CH:7]=[CH:6][CH:5]=1.Cl[C:37]1[N:42]=[CH:41][N:40]=[C:39]2[N:43]([C:46]3[CH:51]=[CH:50][CH:49]=[CH:48][C:47]=3[C:52]([F:55])([F:54])[F:53])[N:44]=[CH:45][C:38]=12.C(O)(=O)CC(CC(O)=O)(C(O)=O)O. (2) The reactants are: [NH:1]1[CH2:5][CH2:4][CH2:3][C@H:2]1[C:6]#[N:7].[CH2:8]([O:15][C:16]1[C:33]([O:34][CH3:35])=[CH:32][C:19]([C:20]([N:22]2[CH2:26][C@H:25]([O:27][CH3:28])[CH2:24][C@H:23]2[C:29](O)=[O:30])=[O:21])=[CH:18][C:17]=1[O:36][CH3:37])[C:9]1[CH:14]=[CH:13][CH:12]=[CH:11][CH:10]=1. Given the product [CH2:8]([O:15][C:16]1[C:33]([O:34][CH3:35])=[CH:32][C:19]([C:20]([N:22]2[CH2:26][C@H:25]([O:27][CH3:28])[CH2:24][C@H:23]2[C:29]([N:1]2[CH2:5][CH2:4][CH2:3][C@H:2]2[C:6]#[N:7])=[O:30])=[O:21])=[CH:18][C:17]=1[O:36][CH3:37])[C:9]1[CH:14]=[CH:13][CH:12]=[CH:11][CH:10]=1, predict the reactants needed to synthesize it.